Dataset: Full USPTO retrosynthesis dataset with 1.9M reactions from patents (1976-2016). Task: Predict the reactants needed to synthesize the given product. (1) The reactants are: [C:1]1([CH2:7][O:8][C:9]([N:11]2[CH2:16][CH:15]=[C:14]([C:17]3[CH:22]=[CH:21][C:20]([N:23]4[CH2:27][C@H:26]([CH2:28][OH:29])[O:25][C:24]4=[O:30])=[CH:19][CH:18]=3)[CH2:13][CH2:12]2)=[O:10])[CH:6]=[CH:5][CH:4]=[CH:3][CH:2]=1.C(N(CC)CC)C.[CH3:38][S:39](Cl)(=[O:41])=[O:40]. Given the product [C:1]1([CH2:7][O:8][C:9]([N:11]2[CH2:12][CH:13]=[C:14]([C:17]3[CH:22]=[CH:21][C:20]([N:23]4[CH2:27][C@H:26]([CH2:28][O:29][S:39]([CH3:38])(=[O:41])=[O:40])[O:25][C:24]4=[O:30])=[CH:19][CH:18]=3)[CH2:15][CH2:16]2)=[O:10])[CH:2]=[CH:3][CH:4]=[CH:5][CH:6]=1, predict the reactants needed to synthesize it. (2) Given the product [C:12]([O:11][C:9](=[O:10])[NH:16][C:17]([C:21]1[CH:26]=[CH:25][CH:24]=[C:23]([Br:27])[CH:22]=1)([CH3:20])[CH2:18][OH:19])([CH3:13])([CH3:14])[CH3:15], predict the reactants needed to synthesize it. The reactants are: [C:12]([O:11][C:9](O[C:9]([O:11][C:12]([CH3:15])([CH3:14])[CH3:13])=[O:10])=[O:10])([CH3:15])([CH3:14])[CH3:13].[NH2:16][C:17]([C:21]1[CH:26]=[CH:25][CH:24]=[C:23]([Br:27])[CH:22]=1)([CH3:20])[CH2:18][OH:19].C([O-])(O)=O.[Na+].OS([O-])(=O)=O.[K+]. (3) Given the product [F:36][C:32]1[C:31]([C:2]2[N:3]=[C:4]([N:14]3[CH2:19][CH2:18][O:17][CH2:16][CH2:15]3)[C:5]3[N:11]=[C:10]([CH2:12][OH:13])[CH:9]=[CH:8][C:6]=3[N:7]=2)=[C:30]2[C:35](=[CH:34][CH:33]=1)[NH:27][CH:28]=[CH:29]2, predict the reactants needed to synthesize it. The reactants are: Cl[C:2]1[N:3]=[C:4]([N:14]2[CH2:19][CH2:18][O:17][CH2:16][CH2:15]2)[C:5]2[N:11]=[C:10]([CH2:12][OH:13])[CH:9]=[CH:8][C:6]=2[N:7]=1.[Si]([N:27]1[C:35]2[C:30](=[C:31](B3OC(C)(C)C(C)(C)O3)[C:32]([F:36])=[CH:33][CH:34]=2)[CH:29]=[CH:28]1)(C(C)(C)C)(C)C. (4) Given the product [Br:1][C:2]1[CH:7]=[CH:6][C:5]([Br:8])=[CH:4][C:3]=1[CH:9]1[CH2:12][CH2:11][CH2:10]1, predict the reactants needed to synthesize it. The reactants are: [Br:1][C:2]1[CH:7]=[CH:6][C:5]([Br:8])=[CH:4][C:3]=1[C:9]1(O)[CH2:12][CH2:11][CH2:10]1.C([BH3-])#N.[Na+].C([O-])(O)=O.[Na+]. (5) Given the product [CH3:1][C:2]1[CH:7]=[CH:6][CH:5]=[CH:4][C:3]=1[NH:8][C:9]1[N:14]2[N:15]=[CH:16][C:17]([C:18]([NH:41][S:38]([CH2:36][CH3:37])(=[O:40])=[O:39])=[O:19])=[C:13]2[N:12]=[CH:11][C:10]=1[C:21]([N:23]1[CH2:28][CH2:27][C:26]([CH3:35])([C:29]2[CH:34]=[CH:33][CH:32]=[CH:31][CH:30]=2)[CH2:25][CH2:24]1)=[O:22], predict the reactants needed to synthesize it. The reactants are: [CH3:1][C:2]1[CH:7]=[CH:6][CH:5]=[CH:4][C:3]=1[NH:8][C:9]1[N:14]2[N:15]=[CH:16][C:17]([C:18](O)=[O:19])=[C:13]2[N:12]=[CH:11][C:10]=1[C:21]([N:23]1[CH2:28][CH2:27][C:26]([CH3:35])([C:29]2[CH:34]=[CH:33][CH:32]=[CH:31][CH:30]=2)[CH2:25][CH2:24]1)=[O:22].[CH2:36]([S:38]([NH2:41])(=[O:40])=[O:39])[CH3:37]. (6) Given the product [CH3:1][C:2]1[CH:3]=[CH:4][C:5]([N:8]2[C:12]([C:13]3[CH:18]=[CH:17][CH:16]=[C:15]([C:19]([F:22])([F:20])[F:21])[CH:14]=3)=[CH:11][C:10]([C:23]([OH:25])=[O:24])=[N:9]2)=[CH:6][CH:7]=1, predict the reactants needed to synthesize it. The reactants are: [CH3:1][C:2]1[CH:7]=[CH:6][C:5]([N:8]2[C:12]([C:13]3[CH:18]=[CH:17][CH:16]=[C:15]([C:19]([F:22])([F:21])[F:20])[CH:14]=3)=[CH:11][C:10]([C:23]([O:25]CC)=[O:24])=[N:9]2)=[CH:4][CH:3]=1.[OH-].[K+].